Predict which catalyst facilitates the given reaction. From a dataset of Catalyst prediction with 721,799 reactions and 888 catalyst types from USPTO. (1) Reactant: [C:1]([O:5][C:6]([N:8]1[C:17]2[C:12](=[CH:13][C:14]([Br:18])=[CH:15][N:16]=2)[CH2:11][CH2:10][CH2:9]1)=[O:7])([CH3:4])([CH3:3])[CH3:2].[O-:19]S([O-])=O.[Na+].[Na+].CCOC(C)=O.C(Cl)Cl. Product: [C:1]([O:5][C:6]([N:8]1[C:17]2[C:12](=[CH:13][C:14]([Br:18])=[CH:15][N:16]=2)[C:11](=[O:19])[CH2:10][CH2:9]1)=[O:7])([CH3:4])([CH3:2])[CH3:3]. The catalyst class is: 371. (2) Reactant: [CH3:1][O:2][C:3]([CH:5]1[CH2:8][NH:7][CH2:6]1)=[O:4].Br[CH2:10][C:11]1[CH:16]=[CH:15][C:14]([C:17]([F:20])([F:19])[F:18])=[CH:13][C:12]=1[C:21]([F:24])([F:23])[F:22].C(=O)([O-])[O-].[K+].[K+].O. Product: [F:22][C:21]([F:23])([F:24])[C:12]1[CH:13]=[C:14]([C:17]([F:20])([F:18])[F:19])[CH:15]=[CH:16][C:11]=1[CH2:10][N:7]1[CH2:8][CH:5]([C:3]([O:2][CH3:1])=[O:4])[CH2:6]1. The catalyst class is: 3. (3) Product: [CH3:34][NH:35][C:2]1[N:7]=[CH:6][N:5]=[C:4]([O:8][C:9]2[CH:14]=[CH:13][C:12]([NH:15][C:16]([NH:18][C:19]3[CH:24]=[C:23]([C:25]([F:28])([F:27])[F:26])[CH:22]=[C:21]([CH2:29][N:30]4[CH2:33][CH2:32][CH2:31]4)[CH:20]=3)=[O:17])=[CH:11][CH:10]=2)[CH:3]=1. The catalyst class is: 14. Reactant: Cl[C:2]1[N:7]=[CH:6][N:5]=[C:4]([O:8][C:9]2[CH:14]=[CH:13][C:12]([NH:15][C:16]([NH:18][C:19]3[CH:24]=[C:23]([C:25]([F:28])([F:27])[F:26])[CH:22]=[C:21]([CH2:29][N:30]4[CH2:33][CH2:32][CH2:31]4)[CH:20]=3)=[O:17])=[CH:11][CH:10]=2)[CH:3]=1.[CH3:34][NH2:35].